Dataset: Reaction yield outcomes from USPTO patents with 853,638 reactions. Task: Predict the reaction yield, written as a fraction of the theoretical maximum amount of product (1.0 means a 100% yield; for example, 0.34 means a 34% yield). (1) The reactants are C([Li])(C)(C)C.[CH:6]([O:9][C:10](=[S:24])[NH:11][C:12]1[CH:17]=[C:16](F)[CH:15]=[C:14]([O:19][C:20]([CH3:23])([CH3:22])[CH3:21])[CH:13]=1)([CH3:8])[CH3:7].CN(OC)[C:27](=[O:30])[CH2:28][Cl:29]. The catalyst is CC1OCCC1. The product is [C:20]([O:19][C:14]1[CH:15]=[C:16]([C:27](=[O:30])[CH2:28][Cl:29])[C:17]2[S:24][C:10]([O:9][CH:6]([CH3:8])[CH3:7])=[N:11][C:12]=2[CH:13]=1)([CH3:23])([CH3:22])[CH3:21]. The yield is 0.179. (2) The reactants are [C:1]([O:5][C:6](=[O:19])[NH:7][CH2:8][CH2:9][CH2:10][CH2:11][CH2:12][C:13](N(OC)C)=[O:14])([CH3:4])([CH3:3])[CH3:2].[CH3:20][Mg]Br. The catalyst is C1COCC1. The product is [C:1]([O:5][C:6](=[O:19])[NH:7][CH2:8][CH2:9][CH2:10][CH2:11][CH2:12][C:13](=[O:14])[CH3:20])([CH3:2])([CH3:3])[CH3:4]. The yield is 0.550. (3) The reactants are [CH3:1][N:2]1[CH:6]=[C:5]([C:7]2[CH:8]=[CH:9][C:10]3[N:11]([C:13]([SH:16])=[N:14][N:15]=3)[CH:12]=2)[CH:4]=[N:3]1.Br[C:18]1[CH:19]=[C:20]2[C:25](=[CH:26][CH:27]=1)[N:24]=[CH:23][C:22]([C:28]1[CH:29]=[N:30][N:31]([CH2:33][CH2:34][OH:35])[CH:32]=1)=[C:21]2[O:36][CH3:37].C1(P(C2C=CC=CC=2)C2C3OC4C(=CC=CC=4P(C4C=CC=CC=4)C4C=CC=CC=4)C(C)(C)C=3C=CC=2)C=CC=CC=1.C(N(CC)C(C)C)(C)C. The catalyst is CN(C)C=O.C1C=CC(/C=C/C(/C=C/C2C=CC=CC=2)=O)=CC=1.C1C=CC(/C=C/C(/C=C/C2C=CC=CC=2)=O)=CC=1.C1C=CC(/C=C/C(/C=C/C2C=CC=CC=2)=O)=CC=1.[Pd].[Pd]. The product is [CH3:37][O:36][C:21]1[C:20]2[C:25](=[CH:26][CH:27]=[C:18]([S:16][C:13]3[N:11]4[CH:12]=[C:7]([C:5]5[CH:4]=[N:3][N:2]([CH3:1])[CH:6]=5)[CH:8]=[CH:9][C:10]4=[N:15][N:14]=3)[CH:19]=2)[N:24]=[CH:23][C:22]=1[C:28]1[CH:29]=[N:30][N:31]([CH2:33][CH2:34][OH:35])[CH:32]=1. The yield is 0.400. (4) The reactants are [Cl:1][C:2]1[CH:10]=[C:9]2[C:5]([C:6]([CH:11]=[O:12])=[CH:7][NH:8]2)=[CH:4][C:3]=1[C:13]1[CH:18]=[CH:17][C:16]([O:19][CH2:20][CH:21]2[CH2:24][O:23][CH2:22]2)=[CH:15][CH:14]=1.CC(=CC)C.Cl([O-])=[O:31].[Na+].P([O-])(O)(O)=O.[Na+]. The catalyst is C(#N)C.C(O)(C)(C)C.O. The product is [Cl:1][C:2]1[CH:10]=[C:9]2[C:5]([C:6]([C:11]([OH:31])=[O:12])=[CH:7][NH:8]2)=[CH:4][C:3]=1[C:13]1[CH:14]=[CH:15][C:16]([O:19][CH2:20][CH:21]2[CH2:24][O:23][CH2:22]2)=[CH:17][CH:18]=1. The yield is 0.350. (5) The reactants are [CH3:1][O:2][C:3]1[CH:4]=[C:5](/[C:11](=[CH:14]/[C:15]2[CH:20]=[CH:19][N:18]=[CH:17][CH:16]=2)/[C:12]#[N:13])[CH:6]=[CH:7][C:8]=1[O:9][CH3:10].ClC1C=C(C=CC=1)C(OO)=[O:26]. The catalyst is ClCCl. The product is [CH3:1][O:2][C:3]1[CH:4]=[C:5](/[C:11](=[CH:14]/[C:15]2[CH:16]=[CH:17][N:18]=[CH:19][CH:20]=2)/[C:12]#[N+:13][O-:26])[CH:6]=[CH:7][C:8]=1[O:9][CH3:10]. The yield is 0.940. (6) The reactants are [CH3:1][O:2][C:3]1[CH:4]=[C:5]2[C:10](=[CH:11][C:12]=1[O:13][CH3:14])[N:9]=[CH:8][N:7]=[C:6]2[S:15][C:16]1[CH:17]=[C:18]([CH:20]=[CH:21][CH:22]=1)[NH2:19].[CH3:23][O:24][CH2:25][CH2:26][O:27][C:28]1[CH:29]=[C:30]([NH:38][C:39](=O)[O:40]C2C=CC=CC=2)[CH:31]=[CH:32][C:33]=1[C:34]([F:37])([F:36])[F:35]. No catalyst specified. The product is [CH3:1][O:2][C:3]1[CH:4]=[C:5]2[C:10](=[CH:11][C:12]=1[O:13][CH3:14])[N:9]=[CH:8][N:7]=[C:6]2[S:15][C:16]1[CH:17]=[C:18]([NH:19][C:39]([NH:38][C:30]2[CH:31]=[CH:32][C:33]([C:34]([F:36])([F:37])[F:35])=[C:28]([O:27][CH2:26][CH2:25][O:24][CH3:23])[CH:29]=2)=[O:40])[CH:20]=[CH:21][CH:22]=1. The yield is 0.450. (7) The reactants are [H-].[Al+3].[Li+].[H-].[H-].[H-].[CH2:7]([O:14][C:15]1[CH:23]=[CH:22][C:18]([C:19]([NH2:21])=O)=[CH:17][CH:16]=1)[CH2:8][CH2:9][CH2:10][CH2:11][CH2:12][CH3:13]. The catalyst is C1COCC1. The product is [CH2:7]([O:14][C:15]1[CH:16]=[CH:17][C:18]([CH2:19][NH2:21])=[CH:22][CH:23]=1)[CH2:8][CH2:9][CH2:10][CH2:11][CH2:12][CH3:13]. The yield is 0.840.